From a dataset of Forward reaction prediction with 1.9M reactions from USPTO patents (1976-2016). Predict the product of the given reaction. (1) The product is: [F:16][C:5]1[CH:4]=[CH:3][C:2]([OH:18])=[CH:15][C:6]=1[NH:7][C:8](=[O:13])[C:9]([F:12])([F:11])[F:10]. Given the reactants N[C:2]1[CH:3]=[CH:4][C:5]([F:16])=[C:6]([CH:15]=1)[N:7](C)[C:8](=[O:13])[C:9]([F:12])([F:11])[F:10].N([O-])=[O:18].[Na+].NC(N)=O, predict the reaction product. (2) The product is: [C:30]([OH:2])(=[O:31])[CH3:32].[CH3:29][C:30]1([CH3:32])[N:15]=[C:14]([NH:13][CH2:6][C:7]2[CH:8]=[CH:9][CH:10]=[CH:11][CH:12]=2)[NH:16][C:17]([NH:19][CH2:20][CH2:21][CH2:22][CH2:23][CH2:24][CH2:25][CH2:26][CH2:27][CH3:28])=[N:18]1. Given the reactants C[OH:2].Cl.Cl.Cl.[CH2:6]([NH:13][C:14]([NH:16][C:17]([NH:19][CH2:20][CH2:21][CH2:22][CH2:23][CH2:24][CH2:25][CH2:26][CH2:27][CH3:28])=[NH:18])=[NH:15])[C:7]1[CH:12]=[CH:11][CH:10]=[CH:9][CH:8]=1.[CH3:29][C:30]([CH3:32])=[O:31], predict the reaction product. (3) Given the reactants [CH3:1][C:2]1[C:11]2[C:6](=[C:7]([C:12]3[CH:17]=[CH:16][C:15]([C:18]4[CH:19]=[N:20][N:21]([CH3:23])[CH:22]=4)=[CH:14][CH:13]=3)[CH:8]=[N:9][CH:10]=2)[NH:5][C:4](=O)[CH:3]=1.P(Cl)(Cl)([Cl:27])=O.CN(C=O)C, predict the reaction product. The product is: [Cl:27][C:4]1[CH:3]=[C:2]([CH3:1])[C:11]2[C:6](=[C:7]([C:12]3[CH:17]=[CH:16][C:15]([C:18]4[CH:19]=[N:20][N:21]([CH3:23])[CH:22]=4)=[CH:14][CH:13]=3)[CH:8]=[N:9][CH:10]=2)[N:5]=1. (4) Given the reactants Cl[C:2]1[N:3]=[C:4]([NH:18][CH3:19])[C:5]2[CH2:10][CH2:9][CH:8]([C:11]3[CH:16]=[CH:15][C:14]([Cl:17])=[CH:13][CH:12]=3)[C:6]=2[N:7]=1.[Cl:20][C:21]1[N:22]=[CH:23][N:24]([C:26]2[CH:32]=[CH:31][C:29]([NH2:30])=[CH:28][C:27]=2[O:33][CH3:34])[CH:25]=1, predict the reaction product. The product is: [Cl:20][C:21]1[N:22]=[CH:23][N:24]([C:26]2[CH:32]=[CH:31][C:29]([NH:30][C:2]3[N:3]=[C:4]([NH:18][CH3:19])[C:5]4[CH2:10][CH2:9][CH:8]([C:11]5[CH:16]=[CH:15][C:14]([Cl:17])=[CH:13][CH:12]=5)[C:6]=4[N:7]=3)=[CH:28][C:27]=2[O:33][CH3:34])[CH:25]=1. (5) The product is: [CH2:22]([C:19]1[N:18]=[C:17]([CH2:16][CH2:15][NH2:14])[O:21][N:20]=1)[CH3:23]. Given the reactants C(O)(C(F)(F)F)=O.C(OC(=O)[NH:14][CH2:15][CH2:16][C:17]1[O:21][N:20]=[C:19]([CH2:22][CH2:23]C)[N:18]=1)(C)(C)C, predict the reaction product. (6) Given the reactants Cl[C:2]1[N:11]=[C:10](Cl)[C:9]2[C:4](=[CH:5][CH:6]=[CH:7][CH:8]=2)[N:3]=1.[NH2:13][C:14]1[CH:21]=[CH:20][C:17]([CH2:18][NH2:19])=[CH:16][CH:15]=1.[F:22][C:23]1[CH:31]=[CH:30][C:26]([C:27](Cl)=[O:28])=[CH:25][CH:24]=1.[CH3:32][NH2:33], predict the reaction product. The product is: [F:22][C:23]1[CH:31]=[CH:30][C:26]([C:27]([NH:13][C:14]2[CH:21]=[CH:20][C:17]([CH2:18][NH:19][C:10]3[C:9]4[C:4](=[CH:5][CH:6]=[CH:7][CH:8]=4)[N:3]=[C:2]([NH:33][CH3:32])[N:11]=3)=[CH:16][CH:15]=2)=[O:28])=[CH:25][CH:24]=1. (7) Given the reactants [N:1]1[CH:6]=[CH:5][CH:4]=[CH:3][CH:2]=1.[Br:7][C:8]1[CH:9]=[C:10]2[C:14](=[CH:15][CH:16]=1)[N:13]([CH3:17])[C:12](=[O:18])[C:11]2=[O:19].FC(F)(F)S(O[C:26]1[CH:31]=[CH:30][CH:29]=[CH:28][C:27]=1[Si](C)(C)C)(=O)=O.[F-].[K+].O1CCOCCOCCOCCOCCOCC1, predict the reaction product. The product is: [Br:7][C:8]1[CH:9]=[C:10]2[C:14](=[CH:15][CH:16]=1)[N:13]([CH3:17])[C:12](=[O:18])[C:11]2([O:19][C:26]1[CH:31]=[CH:30][CH:29]=[CH:28][CH:27]=1)[C:2]1[CH:3]=[CH:4][CH:5]=[CH:6][N:1]=1. (8) Given the reactants [CH2:1](Br)[CH:2]=[CH2:3].[Cl:5][C:6]1[CH:11]=[C:10]([Cl:12])[CH:9]=[CH:8][C:7]=1[N:13]1[C:17]([C:18]2[CH:23]=[CH:22][C:21]([OH:24])=[CH:20][CH:19]=2)=[C:16]([CH3:25])[C:15]([C:26]([NH:28][C:29]2[CH:34]=[CH:33][C:32]([F:35])=[C:31]([F:36])[C:30]=2[OH:37])=[O:27])=[N:14]1.C(=O)([O-])[O-].[Cs+].[Cs+].O, predict the reaction product. The product is: [CH2:1]([O:37][C:30]1[C:31]([F:36])=[C:32]([F:35])[CH:33]=[CH:34][C:29]=1[NH:28][C:26]([C:15]1[C:16]([CH3:25])=[C:17]([C:18]2[CH:19]=[CH:20][C:21]([OH:24])=[CH:22][CH:23]=2)[N:13]([C:7]2[CH:8]=[CH:9][C:10]([Cl:12])=[CH:11][C:6]=2[Cl:5])[N:14]=1)=[O:27])[CH:2]=[CH2:3]. (9) Given the reactants [Cl:1][C:2]1[CH2:6][CH2:5][N:4]([C:7]2[CH:8]=[N:9][CH:10]=[CH:11][CH:12]=2)[N:3]=1.[OH-].[K+], predict the reaction product. The product is: [Cl:1][C:2]1[CH:6]=[CH:5][N:4]([C:7]2[CH:8]=[N:9][CH:10]=[CH:11][CH:12]=2)[N:3]=1.